The task is: Regression. Given a peptide amino acid sequence and an MHC pseudo amino acid sequence, predict their binding affinity value. This is MHC class I binding data.. This data is from Peptide-MHC class I binding affinity with 185,985 pairs from IEDB/IMGT. (1) The peptide sequence is CKMNWFLNW. The MHC is Mamu-A20102 with pseudo-sequence Mamu-A20102. The binding affinity (normalized) is 0.152. (2) The peptide sequence is WQQWDRQSL. The MHC is HLA-B27:03 with pseudo-sequence HLA-B27:03. The binding affinity (normalized) is 0.0847. (3) The peptide sequence is YQAVVPLVY. The MHC is HLA-B45:01 with pseudo-sequence HLA-B45:01. The binding affinity (normalized) is 0.0896. (4) The peptide sequence is RILGAGCFV. The MHC is HLA-A68:02 with pseudo-sequence HLA-A68:02. The binding affinity (normalized) is 0.182. (5) The peptide sequence is FTNRSGSQ. The MHC is HLA-A68:02 with pseudo-sequence HLA-A68:02. The binding affinity (normalized) is 0. (6) The peptide sequence is VQIPEKKCF. The MHC is HLA-A26:01 with pseudo-sequence HLA-A26:01. The binding affinity (normalized) is 0.0847. (7) The peptide sequence is YVNHTLTGQH. The MHC is HLA-A31:01 with pseudo-sequence HLA-A31:01. The binding affinity (normalized) is 0.